Task: Predict the reactants needed to synthesize the given product.. Dataset: Full USPTO retrosynthesis dataset with 1.9M reactions from patents (1976-2016) (1) Given the product [Br:11][C:7]1[CH:6]=[C:5]([CH3:9])[C:4]([NH2:10])=[C:3]([O:2][CH3:1])[CH:8]=1, predict the reactants needed to synthesize it. The reactants are: [CH3:1][O:2][C:3]1[CH:8]=[CH:7][CH:6]=[C:5]([CH3:9])[C:4]=1[NH2:10].[Br:11]Br. (2) Given the product [C:25]1([S:31]([NH:34][C@@H:35]([CH2:43][NH:44][C:8](=[O:9])[C:7]2[C:2]([F:1])=[CH:3][CH:4]=[C:5]([N:12]3[CH2:17][CH2:16][CH:15]([NH:18][C:19]4[N:20]=[CH:21][CH:22]=[CH:23][N:24]=4)[CH2:14][CH2:13]3)[CH:6]=2)[C:36]([O:38][C:39]([CH3:40])([CH3:41])[CH3:42])=[O:37])(=[O:32])=[O:33])[CH:26]=[CH:27][CH:28]=[CH:29][CH:30]=1, predict the reactants needed to synthesize it. The reactants are: [F:1][C:2]1[C:7]([C:8](OC)=[O:9])=[CH:6][C:5]([N:12]2[CH2:17][CH2:16][CH:15]([NH:18][C:19]3[N:24]=[CH:23][CH:22]=[CH:21][N:20]=3)[CH2:14][CH2:13]2)=[CH:4][CH:3]=1.[C:25]1([S:31]([NH:34][C@@H:35]([CH2:43][NH2:44])[C:36]([O:38][C:39]([CH3:42])([CH3:41])[CH3:40])=[O:37])(=[O:33])=[O:32])[CH:30]=[CH:29][CH:28]=[CH:27][CH:26]=1.ON1C2C=CC=CC=2N=N1.CN1CCOCC1.Cl.C(N=C=NCCCN(C)C)C.C(=O)([O-])O.[Na+]. (3) The reactants are: [NH2:1][NH:2][C:3]([C:5]1[C:10]([CH3:11])=[CH:9][CH:8]=[CH:7][N:6]=1)=[NH:4].[F:12][C:13]1[CH:20]=[CH:19][C:18]([O:21][CH3:22])=[CH:17][C:14]=1[CH:15]=O. Given the product [F:12][C:13]1[CH:20]=[CH:19][C:18]([O:21][CH3:22])=[CH:17][C:14]=1[C:15]1[NH:1][N:2]=[C:3]([C:5]2[C:10]([CH3:11])=[CH:9][CH:8]=[CH:7][N:6]=2)[N:4]=1, predict the reactants needed to synthesize it. (4) Given the product [CH2:14]([O:13][CH:8]1[CH:7]([NH:6][C:5]([CH2:37][N:32]2[CH2:33][CH:34]=[CH:35][CH2:36][CH:30]([NH:29][C:27]([C:17]3[C:26]4[C:21](=[CH:22][CH:23]=[CH:24][CH:25]=4)[CH:20]=[CH:19][N:18]=3)=[O:28])[C:31]2=[O:41])=[O:16])[CH2:11][C:10](=[O:12])[O:9]1)[CH3:15], predict the reactants needed to synthesize it. The reactants are: C(O[C:5](=[O:16])[NH:6][CH:7]1[CH2:11][C:10](=[O:12])[O:9][CH:8]1[O:13][CH2:14][CH3:15])C=C.[C:17]1([C:27]([NH:29][CH:30]2[CH2:36][CH:35]=[CH:34][CH2:33][N:32]([CH2:37]C(O)=O)[C:31]2=[O:41])=[O:28])[C:26]2[C:21](=[CH:22][CH:23]=[CH:24][CH:25]=2)[CH:20]=[CH:19][N:18]=1.ON1C2C=CC=CC=2N=N1. (5) Given the product [N+:1]([C:4]1[CH:18]=[CH:17][C:7]([O:8][CH2:9][CH2:10][CH2:11][CH2:12][CH2:13][C:14]([Cl:21])=[O:15])=[CH:6][CH:5]=1)([O-:3])=[O:2], predict the reactants needed to synthesize it. The reactants are: [N+:1]([C:4]1[CH:18]=[CH:17][C:7]([O:8][CH2:9][CH2:10][CH2:11][CH2:12][CH2:13][C:14](O)=[O:15])=[CH:6][CH:5]=1)([O-:3])=[O:2].S(Cl)([Cl:21])=O. (6) Given the product [Cl:1][C:2]1[CH:3]=[C:4]([C:8]2[N:9]=[C:10]([N:16]3[C:20]4[CH:21]=[C:22]([O:25][CH2:33][CH:34]5[CH2:36][O:35]5)[CH:23]=[CH:24][C:19]=4[N:18]=[CH:17]3)[S:11][C:12]=2[C:13]([NH2:15])=[O:14])[CH:5]=[CH:6][CH:7]=1, predict the reactants needed to synthesize it. The reactants are: [Cl:1][C:2]1[CH:3]=[C:4]([C:8]2[N:9]=[C:10]([N:16]3[C:20]4[CH:21]=[C:22]([OH:25])[CH:23]=[CH:24][C:19]=4[N:18]=[CH:17]3)[S:11][C:12]=2[C:13]([NH2:15])=[O:14])[CH:5]=[CH:6][CH:7]=1.C(=O)([O-])[O-].[K+].[K+].Cl[CH2:33][CH:34]1[CH2:36][O:35]1. (7) Given the product [N+:14]([C:17]1[CH:25]=[CH:24][C:20]([C:21]2[O:3][C:4]3[C:5]([C:11](=[O:13])[CH:12]=2)=[C:6]([OH:10])[CH:7]=[CH:8][CH:9]=3)=[CH:19][CH:18]=1)([O-:16])=[O:15], predict the reactants needed to synthesize it. The reactants are: [OH-].[Li+].[OH:3][C:4]1[CH:9]=[CH:8][CH:7]=[C:6]([OH:10])[C:5]=1[C:11](=[O:13])[CH3:12].[N+:14]([C:17]1[CH:25]=[CH:24][C:20]([C:21](Cl)=O)=[CH:19][CH:18]=1)([O-:16])=[O:15].Cl. (8) Given the product [F:1][C:2]1[CH:3]=[C:4]([CH:7]=[CH:8][C:9]=1[CH3:10])[CH2:5][NH:6][CH2:12][CH2:11][CH2:17][S:14]([OH:16])(=[O:15])=[O:13], predict the reactants needed to synthesize it. The reactants are: [F:1][C:2]1[CH:3]=[C:4]([CH:7]=[CH:8][C:9]=1[CH3:10])[CH2:5][NH2:6].[CH2:11]1[CH2:17][S:14](=[O:16])(=[O:15])[O:13][CH2:12]1.